Task: Predict the reactants needed to synthesize the given product.. Dataset: Full USPTO retrosynthesis dataset with 1.9M reactions from patents (1976-2016) (1) Given the product [CH3:1][O:2][C:3](=[O:24])[C:4]1[CH:9]=[CH:8][C:7]([CH:10]([C:12]2[CH:13]=[CH:14][N:15]=[CH:16][CH:17]=2)[O:11][Si:42]([C:45]([CH3:48])([CH3:47])[CH3:46])([CH3:44])[CH3:43])=[CH:6][C:5]=1[C:18]1[CH:23]=[CH:22][CH:21]=[CH:20][CH:19]=1, predict the reactants needed to synthesize it. The reactants are: [CH3:1][O:2][C:3](=[O:24])[C:4]1[CH:9]=[CH:8][C:7]([CH:10]([C:12]2[CH:17]=[CH:16][N:15]=[CH:14][CH:13]=2)[OH:11])=[CH:6][C:5]=1[C:18]1[CH:23]=[CH:22][CH:21]=[CH:20][CH:19]=1.C(N(C(C)C)CC)(C)C.O([Si:42]([C:45]([CH3:48])([CH3:47])[CH3:46])([CH3:44])[CH3:43])S(C(F)(F)F)(=O)=O.[O-]S(C(F)(F)F)(=O)=O. (2) Given the product [ClH:14].[Cl:14][CH2:15][C:16]1[N:17]=[C:4]([OH:6])[C:3]2[C:2](=[CH:11][C:10]([O:12][CH3:13])=[CH:9][CH:8]=2)[N:1]=1, predict the reactants needed to synthesize it. The reactants are: [NH2:1][C:2]1[CH:11]=[C:10]([O:12][CH3:13])[CH:9]=[CH:8][C:3]=1[C:4]([O:6]C)=O.[Cl:14][CH2:15][C:16]#[N:17].Cl. (3) Given the product [C:8]([C:10]1[CH:11]=[C:12]([CH:31]2[O:36][CH2:35][CH2:34][NH:33][CH2:32]2)[CH:13]=[CH:14][C:15]=1[NH:16][C:17]([C:19]1[CH:23]=[CH:22][N:21]([C:24]2[CH:25]=[CH:26][C:27]([F:30])=[CH:28][CH:29]=2)[N:20]=1)=[O:18])#[N:9], predict the reactants needed to synthesize it. The reactants are: FC(F)(F)C(O)=O.[C:8]([C:10]1[CH:11]=[C:12]([CH:31]2[O:36][CH2:35][CH2:34][N:33](C(OC(C)(C)C)=O)[CH2:32]2)[CH:13]=[CH:14][C:15]=1[NH:16][C:17]([C:19]1[CH:23]=[CH:22][N:21]([C:24]2[CH:29]=[CH:28][C:27]([F:30])=[CH:26][CH:25]=2)[N:20]=1)=[O:18])#[N:9].[OH-].[Na+]. (4) Given the product [CH3:18][C:19]([CH3:24])([CH3:23])[CH2:20][CH2:21][N:1]1[CH2:2][CH2:3][C:4]2([C:15]3[C:10](=[CH:11][CH:12]=[CH:13][CH:14]=3)[C:9]([C:16]#[N:17])=[CH:8][CH2:7]2)[CH2:5][CH2:6]1, predict the reactants needed to synthesize it. The reactants are: [NH:1]1[CH2:6][CH2:5][C:4]2([C:15]3[C:10](=[CH:11][CH:12]=[CH:13][CH:14]=3)[C:9]([C:16]#[N:17])=[CH:8][CH2:7]2)[CH2:3][CH2:2]1.[CH3:18][C:19]([CH3:24])([CH3:23])[CH2:20][CH:21]=O.C(O[BH-](OC(=O)C)OC(=O)C)(=O)C.[Na+].CO. (5) Given the product [F:14][C:15]1[CH:21]=[C:20]([F:22])[CH:19]=[CH:18][C:16]=1[NH:17][C:4]([C:1]1([C:7]([OH:9])=[O:8])[CH2:3][CH2:2]1)=[O:5], predict the reactants needed to synthesize it. The reactants are: [C:1]1([C:7]([OH:9])=[O:8])([C:4](O)=[O:5])[CH2:3][CH2:2]1.S(Cl)(Cl)=O.[F:14][C:15]1[CH:21]=[C:20]([F:22])[CH:19]=[CH:18][C:16]=1[NH2:17].[OH-].[Na+]. (6) Given the product [ClH:1].[CH3:11][C:8]1[C:4]2[N:5]=[CH:6][N:7]=[C:2]([NH:13][NH2:14])[C:3]=2[S:10][CH:9]=1, predict the reactants needed to synthesize it. The reactants are: [Cl:1][C:2]1[C:3]2[S:10][CH:9]=[C:8]([CH3:11])[C:4]=2[N:5]=[CH:6][N:7]=1.O.[NH2:13][NH2:14]. (7) Given the product [C:29]([C:28]1([OH:33])[C:27]([CH3:35])([CH3:34])[CH2:26][O:25][CH:24]1[C:23]1[CH:36]=[CH:37][CH:38]=[C:21]([O:20][CH3:19])[CH:22]=1)([CH3:31])([CH3:32])[CH3:30], predict the reactants needed to synthesize it. The reactants are: C(NC(C)C)(C)C.CCCCCC.C([Li])CCC.[CH3:19][O:20][C:21]1[CH:22]=[C:23]([CH:36]=[CH:37][CH:38]=1)[CH2:24][O:25][CH2:26][C:27]([CH3:35])([CH3:34])[C:28](=[O:33])[C:29]([CH3:32])([CH3:31])[CH3:30].[Cl-].[Na+]. (8) Given the product [Cl:1][C:2]1[CH:10]=[CH:9][C:8]([C:14]2[O:13][C:17]3[CH:18]=[CH:19][CH:20]=[CH:21][C:16]=3[CH:15]=2)=[C:7]2[C:3]=1[CH2:4][NH:5][C:6]2=[O:12], predict the reactants needed to synthesize it. The reactants are: [Cl:1][C:2]1[CH:10]=[CH:9][C:8](I)=[C:7]2[C:3]=1[CH2:4][NH:5][C:6]2=[O:12].[O:13]1[C:17]2[CH:18]=[CH:19][CH:20]=[CH:21][C:16]=2[CH:15]=[C:14]1B(O)O.C1(C)C=CC=CC=1P(C1C=CC=CC=1C)C1C=CC=CC=1C.C(N(CC)CC)C. (9) Given the product [Cl:3][C:4]1[N:9]=[C:8]([NH:10][NH:11][C:27](=[O:28])[C@H:26]([CH2:25][CH:20]2[CH2:21][CH2:22][CH2:23][CH2:24]2)[CH2:30][N:31]([O:32][CH:33]2[CH2:38][CH2:37][CH2:36][CH2:35][O:34]2)[CH:39]=[O:40])[C:7]([F:12])=[C:6]([NH:13][CH2:14][C:15]2[S:16][CH:17]=[CH:18][N:19]=2)[N:5]=1, predict the reactants needed to synthesize it. The reactants are: Cl.Cl.[Cl:3][C:4]1[NH:5][C:6]([NH:13][CH2:14][C:15]2[S:16][CH:17]=[CH:18][N:19]=2)=[C:7]([F:12])[C:8](=[N:10][NH2:11])[N:9]=1.[CH:20]1([CH2:25][C@H:26]([CH2:30][N:31]([CH:39]=[O:40])[O:32][CH:33]2[CH2:38][CH2:37][CH2:36][CH2:35][O:34]2)[C:27](O)=[O:28])[CH2:24][CH2:23][CH2:22][CH2:21]1.CN1CCOCC1.C1C=NC2N(O)N=NC=2C=1.C(Cl)CCl.